From a dataset of Catalyst prediction with 721,799 reactions and 888 catalyst types from USPTO. Predict which catalyst facilitates the given reaction. (1) Reactant: [CH2:1]([O:3][C:4]1[CH:5]=[C:6]([CH:9]=[C:10]([F:15])[C:11]=1[O:12]CC)[CH:7]=[O:8])[CH3:2].[Al+3].[Cl-].[Cl-].[Cl-].N1C=CC=CC=1. Product: [CH2:1]([O:3][C:4]1[CH:5]=[C:6]([CH:9]=[C:10]([F:15])[C:11]=1[OH:12])[CH:7]=[O:8])[CH3:2]. The catalyst class is: 2. (2) Reactant: C([N:8]1[CH2:13][CH2:12][N:11]([CH2:14][CH2:15]Cl)[CH2:10][CH2:9]1)(OC(C)(C)C)=O.NC(N)=[S:19].[OH-].[Na+]. Product: [SH:19][CH2:15][CH2:14][N:11]1[CH2:12][CH2:13][NH:8][CH2:9][CH2:10]1. The catalyst class is: 24. (3) The catalyst class is: 7. Product: [CH2:10]([O:12][C:13](=[O:17])[CH:14]=[C:15]([O:8][C:4]1[CH:5]=[CH:6][CH:7]=[C:2]([Cl:1])[C:3]=1[F:9])[CH3:16])[CH3:11]. Reactant: [Cl:1][C:2]1[C:3]([F:9])=[C:4]([OH:8])[CH:5]=[CH:6][CH:7]=1.[CH2:10]([O:12][C:13](=[O:17])[C:14]#[C:15][CH3:16])[CH3:11].N12CCCN=C1CCCCC2. (4) Reactant: [CH3:1][CH2:2][O:3][CH2:4][CH2:5][O:6][CH2:7][CH2:8][OH:9].O=[C:11]1O[C@H:16]([C@H:18]([CH2:20]O)[OH:19])[C:14](O)=[C:12]1O. Product: [CH3:1][CH2:2][O:3][CH2:4][CH2:5][O:6][CH2:7][CH2:8][OH:9].[CH:11]1[C:12]([C@H:4]2[CH2:5][O:6][C:7]3[CH:8]=[C:18]([OH:19])[CH:16]=[CH:14][C:12]=3[CH2:11]2)=[CH:14][CH:16]=[C:18]([OH:19])[CH:20]=1. The catalyst class is: 16. (5) Reactant: [Cl:1][C:2]1[CH:7]=[CH:6][C:5]([CH:8]=[CH:9][CH2:10][NH:11][C:12](=[O:26])[CH:13]=[CH:14][C:15]([CH3:25])=[CH:16][C:17]2[CH:22]=[CH:21][C:20]([Cl:23])=[CH:19][C:18]=2[Cl:24])=[CH:4][CH:3]=1.CCN(CC)CC.[CH3:34][C:35]([O:38][C:39](O[C:39]([O:38][C:35]([CH3:37])([CH3:36])[CH3:34])=[O:40])=[O:40])([CH3:37])[CH3:36]. Product: [C:35]([O:38][C:39](=[O:40])[N:11]([CH2:10][CH:9]=[CH:8][C:5]1[CH:4]=[CH:3][C:2]([Cl:1])=[CH:7][CH:6]=1)[C:12](=[O:26])[CH:13]=[CH:14][C:15]([CH3:25])=[CH:16][C:17]1[CH:22]=[CH:21][C:20]([Cl:23])=[CH:19][C:18]=1[Cl:24])([CH3:37])([CH3:36])[CH3:34]. The catalyst class is: 64. (6) Reactant: [CH2:1](OC(=O)[C@H](CCC)NC(=O)[C@@H]1CCCN1C(=O)CNC(O[CH2:1][C:2]1[CH:7]=CC=C[CH:3]=1)=O)[C:2]1[CH:7]=CC=C[CH:3]=1.C([N:44]([C:56]([O:58][CH2:59][C:60]1[CH:65]=[CH:64][CH:63]=[CH:62][CH:61]=1)=[O:57])[CH2:45][C:46]([N:48]1[CH2:55][CH2:54][CH2:53][C@H:49]1[C:50]([OH:52])=[O:51])=[O:47])C1C=CC=CC=1.CN(C)C=[O:69].C(N(CC)CC)C. Product: [C:2]([N:44]([C:56]([O:58][CH2:59][C:60]1[CH:65]=[CH:64][CH:63]=[CH:62][CH:61]=1)=[O:57])[CH2:45][C:46]([N:48]1[C:55](=[O:69])[CH2:54][CH2:53][C@H:49]1[C:50]([OH:52])=[O:51])=[O:47])([CH3:7])([CH3:3])[CH3:1]. The catalyst class is: 13. (7) Reactant: [NH2:1][C:2]1[CH:11]=[C:10]([C:12]([O:14][CH3:15])=[O:13])[CH:9]=[CH:8][C:3]=1[C:4]([O:6]C)=O.[C:16]([C:18]([O:20][CH2:21][C:22]1[CH:27]=[CH:26][CH:25]=[CH:24][CH:23]=1)=[O:19])#[N:17]. Product: [O:6]=[C:4]1[C:3]2[C:2](=[CH:11][C:10]([C:12]([O:14][CH3:15])=[O:13])=[CH:9][CH:8]=2)[N:1]=[C:16]([C:18]([O:20][CH2:21][C:22]2[CH:27]=[CH:26][CH:25]=[CH:24][CH:23]=2)=[O:19])[NH:17]1. The catalyst class is: 89.